From a dataset of Experimentally validated miRNA-target interactions with 360,000+ pairs, plus equal number of negative samples. Binary Classification. Given a miRNA mature sequence and a target amino acid sequence, predict their likelihood of interaction. (1) The miRNA is hsa-miR-548g-5p with sequence UGCAAAAGUAAUUGCAGUUUUUG. The protein sequence of the target gene is MKRSSSMLDINEDSQHSTNKAPPPKKAPEDRFDSANMNASGSHVTLVENLPVEKVSSGERIAILDFGAQYGKVIDRRVRELLVQSEMFPLNTTARTLIELGGFKGIIISGGPNSVFEPEAPSIDPEIFTCGLPVLGICYGFQLMNKLNGGTVTREHIREDGACEIQVDTSVHLFNGLHKTETVLLTHGDSVSEATVAPDFKVMAKSGHHVAGICNENRKLYGVQFHPEVDLTTNGTKMFENFLFKVVGCCGNFTIQNREQSCISEINSIVGDKKVLVMVSGGVDSAVCAALLRRALGPNR.... Result: 0 (no interaction). (2) The miRNA is mmu-miR-6715-3p with sequence CCAAACCAGGCGUGCCUGUGG. The protein sequence of the target gene is MAEPSVESSSPGGSATSEDHEFDPSADMLVHDFDDERTLEEEEMMEGETNFSSEIEDLAREGDMPIHELLSLYGYDSTVRLPEEEEEEEEEEEGEDDEDADNDDNSGCSGENKEENIKDSSGQEDETQSSNDDPSQSVTSQDAQEIIRPRRCKYFDTNSEIEEESEEDEDYIPSEDWKKEIMVGSMFQAEIPVGVCRYKENEKVYENDDQLLWDPECLPEEKVVVFLKDASRRTGDEKGVEAIPEGSHIKDNEQALYELVKCSFDTEEALRRLRFNVKAAREELSVWTEEECRNFEQGLK.... Result: 0 (no interaction).